From a dataset of Experimentally validated miRNA-target interactions with 360,000+ pairs, plus equal number of negative samples. Binary Classification. Given a miRNA mature sequence and a target amino acid sequence, predict their likelihood of interaction. The miRNA is hsa-miR-874-3p with sequence CUGCCCUGGCCCGAGGGACCGA. The protein sequence of the target gene is MTKSNGEEPRMGGRMERLQQGVRKRTLLAKKKVQSLTKEDVKSYLFRNAFVLLTVTAVIVGTILGFALRPYKMSYREVKYFSFPGELLMRMLQMLVLPLIISSLVTGMAALDSKASGKMGMRAVVYYMTTTIIAVVIGIIIVIIIHPGKGTKENMYREGKIVQVTAADAFLDLIRNMFPPNLVEACFKQFKTSYEKRSFKVPIQSNETLLGAVINNVSEAMETLTRIREEMVPVPGSVNGVNALGLVVFSMCFGFVIGNMKEQGQALREFFDSLNEAIMRLVAVIMWYAPLGILFLIAGK.... Result: 0 (no interaction).